Dataset: Full USPTO retrosynthesis dataset with 1.9M reactions from patents (1976-2016). Task: Predict the reactants needed to synthesize the given product. Given the product [CH3:9][N:6]1[CH2:7][CH2:8][CH:3]([CH2:2][OH:1])[CH2:4][CH2:5]1, predict the reactants needed to synthesize it. The reactants are: [OH:1][CH2:2][CH:3]1[CH2:8][CH2:7][N:6]([C:9](OC(C)(C)C)=O)[CH2:5][CH2:4]1.[H-].[H-].[H-].[H-].[Li+].[Al+3].O.[OH-].[Na+].